This data is from Full USPTO retrosynthesis dataset with 1.9M reactions from patents (1976-2016). The task is: Predict the reactants needed to synthesize the given product. (1) Given the product [Cl:7][C:8]1[CH:9]=[CH:10][C:11]2[N:12]=[C:13]([NH2:23])[N:14]=[C:15]([O:4][CH:2]([CH3:3])[CH3:1])[C:16]=2[N:17]=1, predict the reactants needed to synthesize it. The reactants are: [CH3:1][C:2](C)([O-:4])[CH3:3].[K+].[Cl:7][C:8]1[CH:9]=[CH:10][C:11]2[N:12]=[C:13]([NH2:23])[N:14]=[C:15](N3C=NC=N3)[C:16]=2[N:17]=1.CC(O)C. (2) Given the product [Cl:17][C:8]1[N:9]=[C:10]([N:11]2[CH2:16][CH2:15][O:14][CH2:13][CH2:12]2)[C:5]2[S:4][CH:3]=[C:2]([C:19]3[S:18][CH:22]=[CH:21][CH:20]=3)[C:6]=2[N:7]=1, predict the reactants needed to synthesize it. The reactants are: Br[C:2]1[C:6]2[N:7]=[C:8]([Cl:17])[N:9]=[C:10]([N:11]3[CH2:16][CH2:15][O:14][CH2:13][CH2:12]3)[C:5]=2[S:4][CH:3]=1.[S:18]1[CH:22]=[CH:21][CH:20]=[C:19]1B(O)O. (3) Given the product [NH2:4][C:3]1[C:5]([CH3:10])=[CH:6][C:7]([CH3:9])=[CH:8][C:2]=1[C:11]1[CH:16]=[CH:15][CH:14]=[CH:13][CH:12]=1, predict the reactants needed to synthesize it. The reactants are: Br[C:2]1[CH:8]=[C:7]([CH3:9])[CH:6]=[C:5]([CH3:10])[C:3]=1[NH2:4].[C:11]1(B(O)O)[CH:16]=[CH:15][CH:14]=[CH:13][CH:12]=1.